This data is from Experimentally validated miRNA-target interactions with 360,000+ pairs, plus equal number of negative samples. The task is: Binary Classification. Given a miRNA mature sequence and a target amino acid sequence, predict their likelihood of interaction. (1) The miRNA is hsa-miR-335-5p with sequence UCAAGAGCAAUAACGAAAAAUGU. The protein sequence of the target gene is MAETYDFLFKFLVIGSAGTGKSCLLHQFIENKFKQDSNHTIGVEFGSRVVNVGGKTVKLQIWDTAGQERFRSVTRSYYRGAAGALLVYDITSRETYNSLAAWLTDARTLASPNIVVILCGNKKDLDPEREVTFLEASRFAQENELMFLETSALTGENVEEAFLKCARTILNKIDSGELDPERMGSGIQYGDASLRQLRQPRSAQAVAPQPCGC. Result: 1 (interaction). (2) The miRNA is mmu-let-7f-5p with sequence UGAGGUAGUAGAUUGUAUAGUU. The protein sequence of the target gene is MKITGGLLLLCTVVYFCSSSEAASLSPKKVDCSIYKKYPVVAIPCPITYLPVCGSDYITYGNECHLCTESLKSNGRVQFLHDGSC. Result: 0 (no interaction).